This data is from Catalyst prediction with 721,799 reactions and 888 catalyst types from USPTO. The task is: Predict which catalyst facilitates the given reaction. (1) Reactant: [CH:1]([C@H:14]1[N:19]2[CH2:20][CH2:21][N:22](C(OCC3C=CC=CC=3)=O)[CH2:23][C@H:18]2[CH2:17][N:16]([C:34]([O:36][C:37]([CH3:40])([CH3:39])[CH3:38])=[O:35])[CH2:15]1)([C:8]1[CH:13]=[CH:12][CH:11]=[CH:10][CH:9]=1)[C:2]1[CH:7]=[CH:6][CH:5]=[CH:4][CH:3]=1. Product: [CH:1]([C@H:14]1[N:19]2[CH2:20][CH2:21][NH:22][CH2:23][C@H:18]2[CH2:17][N:16]([C:34]([O:36][C:37]([CH3:40])([CH3:39])[CH3:38])=[O:35])[CH2:15]1)([C:8]1[CH:13]=[CH:12][CH:11]=[CH:10][CH:9]=1)[C:2]1[CH:7]=[CH:6][CH:5]=[CH:4][CH:3]=1. The catalyst class is: 19. (2) Product: [ClH:17].[CH2:1]([N:8]1[CH:12]=[C:11]([CH2:13][Cl:17])[CH:10]=[N:9]1)[C:2]1[CH:7]=[CH:6][CH:5]=[CH:4][CH:3]=1. The catalyst class is: 4. Reactant: [CH2:1]([N:8]1[CH:12]=[C:11]([CH2:13]O)[CH:10]=[N:9]1)[C:2]1[CH:7]=[CH:6][CH:5]=[CH:4][CH:3]=1.S(Cl)([Cl:17])=O. (3) Reactant: [CH3:1][C:2]([CH3:33])([CH3:32])[C:3](=[O:31])[CH2:4][O:5][C:6]1[CH:11]=[CH:10][C:9]([C:12]([C:17]2[CH:18]=[C:19]([CH3:29])[C:20]3[O:24][C:23]([C:25](O)=[O:26])=[CH:22][C:21]=3[CH:28]=2)([CH2:15][CH3:16])[CH2:13][CH3:14])=[CH:8][C:7]=1[CH3:30].C(Cl)CCl.Cl.C[O:40][C:41](=[O:44])[CH2:42][NH2:43]. Product: [CH3:33][C:2]([CH3:1])([CH3:32])[C:3](=[O:31])[CH2:4][O:5][C:6]1[CH:11]=[CH:10][C:9]([C:12]([C:17]2[CH:18]=[C:19]([CH3:29])[C:20]3[O:24][C:23]([C:25]([NH:43][CH2:42][C:41]([OH:40])=[O:44])=[O:26])=[CH:22][C:21]=3[CH:28]=2)([CH2:13][CH3:14])[CH2:15][CH3:16])=[CH:8][C:7]=1[CH3:30]. The catalyst class is: 64. (4) Reactant: C[O:2][C:3]([C:5]1[C:10]([C:11]([F:14])([F:13])[F:12])=[N:9][C:8]([Br:15])=[C:7]([C:16]2[CH:21]=[CH:20][C:19]([Cl:22])=[CH:18][CH:17]=2)[N:6]=1)=[O:4].[OH-].[Li+]. Product: [Br:15][C:8]1[N:9]=[C:10]([C:11]([F:14])([F:13])[F:12])[C:5]([C:3]([OH:4])=[O:2])=[N:6][C:7]=1[C:16]1[CH:21]=[CH:20][C:19]([Cl:22])=[CH:18][CH:17]=1. The catalyst class is: 30. (5) Reactant: [CH2:1]([O:8][C:9]1[CH:10]=[CH:11][C:12]([O:29][CH:30]([CH3:32])[CH3:31])=[C:13]([C:15]2[NH:28][C:18]3=[N:19][C:20]([CH2:23][C:24]([O:26]C)=[O:25])=[CH:21][CH:22]=[C:17]3[N:16]=2)[CH:14]=1)[C:2]1[CH:7]=[CH:6][CH:5]=[CH:4][CH:3]=1.[OH-].[Na+].C(O)(=O)CC(CC(O)=O)(C(O)=O)O. Product: [CH2:1]([O:8][C:9]1[CH:10]=[CH:11][C:12]([O:29][CH:30]([CH3:32])[CH3:31])=[C:13]([C:15]2[NH:28][C:18]3=[N:19][C:20]([CH2:23][C:24]([OH:26])=[O:25])=[CH:21][CH:22]=[C:17]3[N:16]=2)[CH:14]=1)[C:2]1[CH:7]=[CH:6][CH:5]=[CH:4][CH:3]=1. The catalyst class is: 5. (6) Reactant: C[O:2][C:3]([C:5]1[N:10]=[C:9]([C:11]2[CH:16]=[CH:15][C:14]([Cl:17])=[CH:13][CH:12]=2)[C:8]([O:18][CH2:19][C:20]([F:23])([F:22])[F:21])=[CH:7][N:6]=1)=[O:4].[Li+].[OH-].Cl. Product: [Cl:17][C:14]1[CH:15]=[CH:16][C:11]([C:9]2[C:8]([O:18][CH2:19][C:20]([F:23])([F:22])[F:21])=[CH:7][N:6]=[C:5]([C:3]([OH:4])=[O:2])[N:10]=2)=[CH:12][CH:13]=1. The catalyst class is: 20. (7) Reactant: [Br:1][C:2]1[CH:10]=[C:9]2[C:5]([CH:6]=[N:7][NH:8]2)=[CH:4][CH:3]=1.[F:11][C:12]1[CH:17]=[CH:16][C:15](I)=[CH:14][CH:13]=1.C([O-])([O-])=O.[Cs+].[Cs+].CN[C@@H]1CCCC[C@H]1NC. Product: [Br:1][C:2]1[CH:10]=[C:9]2[C:5]([CH:6]=[N:7][N:8]2[C:15]2[CH:16]=[CH:17][C:12]([F:11])=[CH:13][CH:14]=2)=[CH:4][CH:3]=1. The catalyst class is: 185. (8) Reactant: COCOC1C(OCC(F)(F)F)=CC=CC=1C=O.[CH2:19]([O:21][CH:22]([O:42][CH2:43][CH3:44])[CH2:23]/[N:24]=[CH:25]/[C:26]1[CH:31]=[CH:30][CH:29]=[C:28]([O:32][CH2:33][C:34]([F:37])([F:36])[F:35])[C:27]=1[O:38][CH2:39][O:40][CH3:41])[CH3:20].[BH4-].[Na+].O. Product: [CH2:43]([O:42][CH:22]([O:21][CH2:19][CH3:20])[CH2:23][NH:24][CH2:25][C:26]1[CH:31]=[CH:30][CH:29]=[C:28]([O:32][CH2:33][C:34]([F:36])([F:37])[F:35])[C:27]=1[O:38][CH2:39][O:40][CH3:41])[CH3:44]. The catalyst class is: 14. (9) Reactant: C1(C)C=CC(S(O)(=O)=O)=CC=1.S(=O)(=O)(O)O.[C:17]([OH:30])(=[O:29])/[CH:18]=[CH:19]/[C:20]1[CH:28]=[CH:27][C:24]([O:25][CH3:26])=[C:22]([OH:23])[CH:21]=1.[C:31]1([CH:38]=[CH:37][CH:36]=[C:34](O)[CH:33]=1)[OH:32]. Product: [OH:32][C:31]1[CH:38]=[C:37]2[C:36]([C@@H:19]([C:20]3[CH:28]=[CH:27][C:24]([O:25][CH3:26])=[C:22]([OH:23])[CH:21]=3)[CH2:18][C:17](=[O:30])[O:29]2)=[CH:34][CH:33]=1. The catalyst class is: 12. (10) Reactant: [OH:1][CH2:2][CH2:3][C:4]#[C:5][C:6]1[CH:11]=[CH:10][C:9]([C:12]2[N:13]=[C:14]3[CH:19]=[C:18]([CH3:20])[CH:17]=[CH:16][N:15]3[CH:21]=2)=[CH:8][CH:7]=1.N1C=CC=CC=1.[CH3:28][S:29](Cl)(=[O:31])=[O:30]. Product: [CH3:28][S:29]([O:1][CH2:2][CH2:3][C:4]#[C:5][C:6]1[CH:11]=[CH:10][C:9]([C:12]2[N:13]=[C:14]3[CH:19]=[C:18]([CH3:20])[CH:17]=[CH:16][N:15]3[CH:21]=2)=[CH:8][CH:7]=1)(=[O:31])=[O:30]. The catalyst class is: 4.